This data is from Forward reaction prediction with 1.9M reactions from USPTO patents (1976-2016). The task is: Predict the product of the given reaction. (1) Given the reactants [OH-].[K+].[C:3]([C:5]1[C:10](=[O:11])[NH:9][C:8]([CH3:12])=[C:7]([C:13]([O:15]CC)=[O:14])[CH:6]=1)#[N:4], predict the reaction product. The product is: [C:3]([C:5]1[C:10](=[O:11])[NH:9][C:8]([CH3:12])=[C:7]([C:13]([OH:15])=[O:14])[CH:6]=1)#[N:4]. (2) Given the reactants FC(F)(F)C(O)=O.[Cl:8][C:9]1[CH:14]=[C:13]([C:15]([N:17]2[C:30]3[C:25](=[CH:26][CH:27]=[CH:28][CH:29]=3)[C:19]3([CH2:24][CH2:23][NH:22][CH2:21][CH2:20]3)[CH2:18]2)=[O:16])[CH:12]=[CH:11][N:10]=1.[CH:31](=O)/[CH:32]=[CH:33]/[C:34]1[CH:39]=[CH:38][CH:37]=[CH:36][CH:35]=1, predict the reaction product. The product is: [Cl:8][C:9]1[CH:14]=[C:13]([C:15]([N:17]2[C:30]3[C:25](=[CH:26][CH:27]=[CH:28][CH:29]=3)[C:19]3([CH2:20][CH2:21][N:22]([CH2:31]/[CH:32]=[CH:33]/[C:34]4[CH:39]=[CH:38][CH:37]=[CH:36][CH:35]=4)[CH2:23][CH2:24]3)[CH2:18]2)=[O:16])[CH:12]=[CH:11][N:10]=1. (3) Given the reactants [CH3:1][N:2]([CH3:13])[C:3]1[CH:10]=[CH:9][C:6]([CH:7]=[O:8])=[C:5]([CH:11]=[CH2:12])[CH:4]=1.[CH2:14]([Mg]Br)[CH2:15][CH2:16][CH:17]=[CH2:18], predict the reaction product. The product is: [CH3:1][N:2]([CH3:13])[C:3]1[CH:10]=[CH:9][C:6]([CH:7]([OH:8])[CH2:18][CH2:17][CH2:16][CH:15]=[CH2:14])=[C:5]([CH:11]=[CH2:12])[CH:4]=1.